This data is from Full USPTO retrosynthesis dataset with 1.9M reactions from patents (1976-2016). The task is: Predict the reactants needed to synthesize the given product. Given the product [NH2:18][CH2:17][CH:13]1[CH2:12][N:11]([C:4]2[C:5]3[S:10][CH:9]=[CH:8][C:6]=3[N:7]=[C:2]([C:23]3[CH:22]=[N:21][C:20]([NH2:19])=[N:25][CH:24]=3)[N:3]=2)[CH2:16][CH2:15][O:14]1, predict the reactants needed to synthesize it. The reactants are: Cl[C:2]1[N:3]=[C:4]([N:11]2[CH2:16][CH2:15][O:14][CH:13]([CH2:17][NH2:18])[CH2:12]2)[C:5]2[S:10][CH:9]=[CH:8][C:6]=2[N:7]=1.[NH2:19][C:20]1[N:25]=[CH:24][C:23](B2OC(C)(C)C(C)(C)O2)=[CH:22][N:21]=1.CC#N.CC([O-])=O.[K+].